Dataset: Reaction yield outcomes from USPTO patents with 853,638 reactions. Task: Predict the reaction yield, written as a fraction of the theoretical maximum amount of product (1.0 means a 100% yield; for example, 0.34 means a 34% yield). (1) The reactants are Br[C:2]1[C:17]([CH3:18])=[CH:16][CH:15]=[CH:14][C:3]=1[C:4]([O:6][CH2:7][C:8]1[CH:13]=[CH:12][CH:11]=[CH:10][CH:9]=1)=[O:5].[C:19]([C:23]1[CH:28]=[CH:27][C:26](B(O)O)=[CH:25][CH:24]=1)([CH3:22])([CH3:21])[CH3:20]. The catalyst is CN(C=O)C.C1C=CC([P]([Pd]([P](C2C=CC=CC=2)(C2C=CC=CC=2)C2C=CC=CC=2)([P](C2C=CC=CC=2)(C2C=CC=CC=2)C2C=CC=CC=2)[P](C2C=CC=CC=2)(C2C=CC=CC=2)C2C=CC=CC=2)(C2C=CC=CC=2)C2C=CC=CC=2)=CC=1. The product is [C:19]([C:23]1[CH:28]=[CH:27][C:26]([C:2]2[C:3]([C:4]([O:6][CH2:7][C:8]3[CH:13]=[CH:12][CH:11]=[CH:10][CH:9]=3)=[O:5])=[CH:14][CH:15]=[CH:16][C:17]=2[CH3:18])=[CH:25][CH:24]=1)([CH3:22])([CH3:21])[CH3:20]. The yield is 0.900. (2) The reactants are [CH3:1][C:2]1[NH:10][C:5]2=[N:6][CH:7]=[CH:8][CH:9]=[C:4]2[C:3]=1[C:11]([O:13][C:14]([CH3:17])([CH3:16])[CH3:15])=[O:12].C([O-])([O-])=O.[Cs+].[Cs+].[I-].[K+].Cl[CH:27]([CH3:31])[C:28](=[O:30])[CH3:29]. The catalyst is CC#N. The product is [CH3:1][C:2]1[N:10]([CH:27]([C:28](=[O:30])[CH3:29])[CH3:31])[C:5]2=[N:6][CH:7]=[CH:8][CH:9]=[C:4]2[C:3]=1[C:11]([O:13][C:14]([CH3:17])([CH3:16])[CH3:15])=[O:12]. The yield is 0.500. (3) The reactants are Br[C:2]1[CH:7]=[C:6]([O:8][CH2:9][C:10]2[CH:15]=[CH:14][C:13]([O:16][CH3:17])=[CH:12][CH:11]=2)[CH:5]=[CH:4][C:3]=1[F:18].[B:19]1([B:19]2[O:23][C:22]([CH3:25])([CH3:24])[C:21]([CH3:27])([CH3:26])[O:20]2)[O:23][C:22]([CH3:25])([CH3:24])[C:21]([CH3:27])([CH3:26])[O:20]1.C([O-])(=O)C.[K+].C1(P(C2CCCCC2)C2CCCCC2)CCCCC1. The catalyst is C(COC)OC.CCOC(C)=O.C1C=CC(/C=C/C(/C=C/C2C=CC=CC=2)=O)=CC=1.C1C=CC(/C=C/C(/C=C/C2C=CC=CC=2)=O)=CC=1.C1C=CC(/C=C/C(/C=C/C2C=CC=CC=2)=O)=CC=1.[Pd].[Pd]. The product is [F:18][C:3]1[CH:4]=[CH:5][C:6]([O:8][CH2:9][C:10]2[CH:15]=[CH:14][C:13]([O:16][CH3:17])=[CH:12][CH:11]=2)=[CH:7][C:2]=1[B:19]1[O:23][C:22]([CH3:25])([CH3:24])[C:21]([CH3:27])([CH3:26])[O:20]1. The yield is 0.650. (4) The catalyst is CO. The product is [OH:22][C:14]1[C:15]2[CH:21]=[CH:20][N:19]=[CH:18][C:16]=2[N:17]=[C:12]([O:11][C:9]2[CH:8]=[N:7][N:6]([C@@H:3]3[CH2:4][CH2:5][N:1]([C:38](=[O:37])[CH2:39][C:40]#[N:41])[CH2:2]3)[CH:10]=2)[N:13]=1. The reactants are [NH:1]1[CH2:5][CH2:4][C@@H:3]([N:6]2[CH:10]=[C:9]([O:11][C:12]3[N:13]=[C:14]([OH:22])[C:15]4[CH:21]=[CH:20][N:19]=[CH:18][C:16]=4[N:17]=3)[CH:8]=[N:7]2)[CH2:2]1.CCN(CC)CC.O=C1CCC(=O)N1[O:37][C:38](=O)[CH2:39][C:40]#[N:41]. The yield is 0.410. (5) The reactants are [CH3:1][O:2][CH2:3][C:4]1[N:9]=[CH:8][N:7]=[C:6](O)[CH:5]=1.P(Cl)(Cl)([Cl:13])=O. The catalyst is ClCCl. The product is [Cl:13][C:6]1[CH:5]=[C:4]([CH2:3][O:2][CH3:1])[N:9]=[CH:8][N:7]=1. The yield is 0.770. (6) The reactants are [CH3:1][C:2]([C@@H:4]1[C@@:8]2([CH3:23])[CH2:9][CH2:10][C@@H:11]3[C@@:16]4([CH3:22])[CH2:17][CH2:18][C@H:19]([OH:21])[CH2:20][C:15]4=[CH:14][CH2:13][C@H:12]3[C@@H:7]2[CH2:6][CH2:5]1)=O.Cl.[O:25]([NH2:27])[CH3:26].N1C=CC=CC=1. The catalyst is O. The product is [CH3:26][O:25]/[N:27]=[C:2](/[C@@H:4]1[C@:8]2([CH3:23])[C@H:7]([C@H:12]3[C@H:11]([CH2:10][CH2:9]2)[C@:16]2([CH3:22])[C:15]([CH2:20][C@@H:19]([OH:21])[CH2:18][CH2:17]2)=[CH:14][CH2:13]3)[CH2:6][CH2:5]1)\[CH3:1]. The yield is 0.870.